Dataset: Full USPTO retrosynthesis dataset with 1.9M reactions from patents (1976-2016). Task: Predict the reactants needed to synthesize the given product. (1) Given the product [CH3:3][CH2:2][O:1][C:15]([C@@H:17]1[CH2:21][C@H:20]([S:12][C:9]2[CH:10]=[CH:11][C:6]([Br:5])=[CH:7][CH:8]=2)[CH2:19][N:18]1[C:33]([O:35][C:36]([CH3:39])([CH3:38])[CH3:37])=[O:34])=[O:14], predict the reactants needed to synthesize it. The reactants are: [O-:1][CH2:2][CH3:3].[Na+].[Br:5][C:6]1[CH:11]=[CH:10][C:9]([SH:12])=[CH:8][CH:7]=1.C[O:14][C:15]([C@@H:17]1[CH2:21][C@@H:20](OS(C2C=CC(C)=CC=2)(=O)=O)[CH2:19][N:18]1[C:33]([O:35][C:36]([CH3:39])([CH3:38])[CH3:37])=[O:34])=O.[OH-].[Na+]. (2) Given the product [F:32][C:29]1[CH:28]=[N:27][C:26]([CH2:3][N:4]2[CH2:9][CH2:8][N:7]([C:10]3[NH:11][C:12](=[O:21])[C:13]4[CH2:19][CH2:18][CH2:17][N:16]([CH3:20])[C:14]=4[N:15]=3)[CH2:6][CH2:5]2)=[N:31][CH:30]=1, predict the reactants needed to synthesize it. The reactants are: F[B-](F)(F)[CH2:3][N:4]1[CH2:9][CH2:8][N:7]([C:10]2[NH:11][C:12](=[O:21])[C:13]3[CH2:19][CH2:18][CH2:17][N:16]([CH3:20])[C:14]=3[N:15]=2)[CH2:6][CH2:5]1.[K+].Cl[C:26]1[N:31]=[CH:30][C:29]([F:32])=[CH:28][N:27]=1.C(=O)([O-])[O-].[Cs+].[Cs+].CC(C1C=C(C(C)C)C(C2C=CC=CC=2P(C2CCCCC2)C2CCCCC2)=C(C(C)C)C=1)C. (3) Given the product [N:22]1([C:20]([N:5]2[CH2:6][CH2:7][C@H:8]([NH:9][C:10](=[O:19])[O:11][CH2:12][C:13]3[CH:18]=[CH:17][CH:16]=[CH:15][CH:14]=3)[C@H:3]([O:2][CH3:1])[CH2:4]2)=[S:21])[CH:26]=[CH:25][N:24]=[CH:23]1, predict the reactants needed to synthesize it. The reactants are: [CH3:1][O:2][C@H:3]1[C@@H:8]([NH:9][C:10](=[O:19])[O:11][CH2:12][C:13]2[CH:18]=[CH:17][CH:16]=[CH:15][CH:14]=2)[CH2:7][CH2:6][NH:5][CH2:4]1.[C:20](N1C=CN=C1)([N:22]1[CH:26]=[CH:25][N:24]=[CH:23]1)=[S:21].Cl. (4) Given the product [Br-:20].[CH2:25]([O:24][C:22]([CH2:21][P+:7]([C:1]1[CH:2]=[CH:3][CH:4]=[CH:5][CH:6]=1)([C:8]1[CH:13]=[CH:12][CH:11]=[CH:10][CH:9]=1)[C:14]1[CH:15]=[CH:16][CH:17]=[CH:18][CH:19]=1)=[O:23])[CH3:26], predict the reactants needed to synthesize it. The reactants are: [C:1]1([P:7]([C:14]2[CH:19]=[CH:18][CH:17]=[CH:16][CH:15]=2)[C:8]2[CH:13]=[CH:12][CH:11]=[CH:10][CH:9]=2)[CH:6]=[CH:5][CH:4]=[CH:3][CH:2]=1.[Br:20][CH2:21][C:22]([O:24][CH2:25][CH3:26])=[O:23].